The task is: Predict the reactants needed to synthesize the given product.. This data is from Full USPTO retrosynthesis dataset with 1.9M reactions from patents (1976-2016). (1) Given the product [NH2:1][C:2]1[C:7]2[C:8]([C:11]3[CH:16]=[CH:15][C:14]([NH:17][C:18]([C:20]4[N:21]([CH3:29])[C:22]5[C:27]([CH:28]=4)=[CH:26][CH:25]=[CH:24][CH:23]=5)=[O:19])=[C:13]([O:30][CH3:31])[CH:12]=3)=[CH:9][S:10][C:6]=2[C:5]([C:32]([NH:34][CH2:35][CH:36]2[CH2:40][CH2:39][CH2:38][N:37]2[CH2:50][C:49]([N:52]([CH3:56])[CH3:53])=[O:47])=[O:33])=[CH:4][N:3]=1, predict the reactants needed to synthesize it. The reactants are: [NH2:1][C:2]1[C:7]2[C:8]([C:11]3[CH:16]=[CH:15][C:14]([NH:17][C:18]([C:20]4[N:21]([CH3:29])[C:22]5[C:27]([CH:28]=4)=[CH:26][CH:25]=[CH:24][CH:23]=5)=[O:19])=[C:13]([O:30][CH3:31])[CH:12]=3)=[CH:9][S:10][C:6]=2[C:5]([C:32]([NH:34][CH2:35][CH:36]2[CH2:40][CH2:39][CH2:38][NH:37]2)=[O:33])=[CH:4][N:3]=1.Cl.CN(CC(Cl)=[O:47])C.[CH:49]([N:52]([CH2:56]C)[CH:53](C)C)(C)[CH3:50]. (2) Given the product [CH2:33]([N:3]([CH2:1][CH3:2])[CH2:4]/[CH:5]=[CH:6]\[C:7]1[CH:12]=[C:11]([F:13])[CH:10]=[CH:9][C:8]=1[S:14]([NH:17][C:18]1[C:27]([C:28]([O:30][CH3:31])=[O:29])=[C:26]2[C:21]([C:22]3([CH3:36])[CH2:32][CH:23]3[CH2:24][O:25]2)=[CH:20][CH:19]=1)(=[O:15])=[O:16])[CH3:34], predict the reactants needed to synthesize it. The reactants are: [CH2:1]([N:3]([CH2:33][CH3:34])[CH2:4]/[CH:5]=[CH:6]\[C:7]1[CH:12]=[C:11]([F:13])[CH:10]=[CH:9][C:8]=1[S:14]([NH:17][C:18]1[C:27]([C:28]([O:30][CH3:31])=[O:29])=[C:26]2[C:21]([CH:22]3[CH2:32][CH:23]3[CH2:24][O:25]2)=[CH:20][CH:19]=1)(=[O:16])=[O:15])[CH3:2].Br[C:36]1C=C(F)C=CC=1S(NC1C(C(OC)=O)=C2C(C3(C)CC3CO2)=CC=1)(=O)=O.C(N(CC)C/C=C\[Sn](CCCC)(CCCC)CCCC)C. (3) Given the product [CH3:1][C:2]1[C:19]([CH2:20][C:21]2[CH:26]=[CH:25][CH:24]=[C:23]([C:27]([F:30])([F:28])[F:29])[C:22]=2[CH3:31])=[C:5]2[N:6]=[C:7]([N:13]3[CH2:18][CH2:17][O:16][CH2:15][CH2:14]3)[CH:8]=[C:9]([C:10]3[N:12]=[CH:37][NH:35][N:41]=3)[N:4]2[N:3]=1, predict the reactants needed to synthesize it. The reactants are: [CH3:1][C:2]1[C:19]([CH2:20][C:21]2[CH:26]=[CH:25][CH:24]=[C:23]([C:27]([F:30])([F:29])[F:28])[C:22]=2[CH3:31])=[C:5]2[N:6]=[C:7]([N:13]3[CH2:18][CH2:17][O:16][CH2:15][CH2:14]3)[CH:8]=[C:9]([C:10]([NH2:12])=O)[N:4]2[N:3]=1.COC(OC)[N:35]([CH3:37])C.O.[NH2:41]N.[OH-].[Na+].Cl. (4) Given the product [CH:31]1([CH2:30][CH:11]([CH2:10][N:9]([CH:36]=[O:37])[OH:8])[C:12]([NH:14][CH:15]([C:26]([CH3:29])([CH3:27])[CH3:28])[C:16]([N:18]([CH3:25])[CH:19]2[CH2:20][CH2:21][NH:22][CH2:23][CH2:24]2)=[O:17])=[O:13])[CH2:35][CH2:34][CH2:33][CH2:32]1, predict the reactants needed to synthesize it. The reactants are: C([O:8][N:9]([CH:36]=[O:37])[CH2:10][CH:11]([CH2:30][CH:31]1[CH2:35][CH2:34][CH2:33][CH2:32]1)[C:12]([NH:14][CH:15]([C:26]([CH3:29])([CH3:28])[CH3:27])[C:16]([N:18]([CH3:25])[CH:19]1[CH2:24][CH2:23][NH:22][CH2:21][CH2:20]1)=[O:17])=[O:13])C1C=CC=CC=1.[H][H].